This data is from TCR-epitope binding with 47,182 pairs between 192 epitopes and 23,139 TCRs. The task is: Binary Classification. Given a T-cell receptor sequence (or CDR3 region) and an epitope sequence, predict whether binding occurs between them. (1) The epitope is WICLLQFAY. The TCR CDR3 sequence is CASSPVGSEQFF. Result: 1 (the TCR binds to the epitope). (2) The epitope is FIAGLIAIV. The TCR CDR3 sequence is CASSVDILGSTDTQYF. Result: 1 (the TCR binds to the epitope). (3) The epitope is LLQTGIHVRVSQPSL. The TCR CDR3 sequence is CASSWGGEAFF. Result: 1 (the TCR binds to the epitope). (4) The epitope is KLSALGINAV. The TCR CDR3 sequence is CASSPGLAGVYEQYF. Result: 0 (the TCR does not bind to the epitope). (5) The epitope is LLFNKVTLA. The TCR CDR3 sequence is CASSQDSSGVHYEQYF. Result: 1 (the TCR binds to the epitope). (6) The epitope is YVFCTVNAL. The TCR CDR3 sequence is CASSASGGAYEQYF. Result: 0 (the TCR does not bind to the epitope). (7) The epitope is HPKVSSEVHI. The TCR CDR3 sequence is CASSQDRTSGNTIYF. Result: 1 (the TCR binds to the epitope).